Task: Predict the product of the given reaction.. Dataset: Forward reaction prediction with 1.9M reactions from USPTO patents (1976-2016) Given the reactants [F:1][C:2]1[CH:7]=[CH:6][C:5]([C:8]2[N:12]([CH2:13][CH2:14][C:15]3[CH:20]=[CH:19][CH:18]=[CH:17][CH:16]=3)[N:11]=[C:10]([CH3:21])[CH:9]=2)=[CH:4][CH:3]=1.[Br:22]N1C(=O)CCC1=O, predict the reaction product. The product is: [Br:22][C:9]1[C:10]([CH3:21])=[N:11][N:12]([CH2:13][CH2:14][C:15]2[CH:16]=[CH:17][CH:18]=[CH:19][CH:20]=2)[C:8]=1[C:5]1[CH:4]=[CH:3][C:2]([F:1])=[CH:7][CH:6]=1.